From a dataset of Forward reaction prediction with 1.9M reactions from USPTO patents (1976-2016). Predict the product of the given reaction. (1) The product is: [F:19][C:20]([F:31])([F:30])[C:21]([NH:1][CH2:2][C:3]1[CH:4]=[CH:5][C:6]([C:7]([OH:9])=[O:8])=[CH:10][CH:11]=1)=[O:22]. Given the reactants [NH2:1][CH2:2][C:3]1[CH:11]=[CH:10][C:6]([C:7]([OH:9])=[O:8])=[CH:5][CH:4]=1.C(N(CC)CC)C.[F:19][C:20]([F:31])([F:30])[C:21](O[C:21](=[O:22])[C:20]([F:31])([F:30])[F:19])=[O:22].C(=O)(O)[O-].[Na+].Cl, predict the reaction product. (2) Given the reactants C1C2C(C[O:15][C:16]([N:18]([CH2:34][C:35]3[N:39](C)[C:38]4[CH:41]=[CH:42][CH:43]=[CH:44][C:37]=4[N:36]=3)[CH2:19][CH2:20][NH:21][C@@H:22]([C@@H:30]([CH3:33])[CH2:31][CH3:32])[C:23]([O:25][C:26]([CH3:29])([CH3:28])[CH3:27])=[O:24])=O)C3C(=CC=CC=3)C=2C=CC=1.[CH2:45](NCC)C.[N+](C1C=CC(OC(=O)OC2C=CC([N+]([O-])=O)=CC=2)=CC=1)([O-])=O, predict the reaction product. The product is: [CH3:33][C@@H:30]([CH2:31][CH3:32])[C@H:22]([N:21]1[CH2:20][CH2:19][N:18]([CH2:34][C:35]2[N:39]([CH3:45])[C:38]3[CH:41]=[CH:42][CH:43]=[CH:44][C:37]=3[N:36]=2)[C:16]1=[O:15])[C:23]([O:25][C:26]([CH3:27])([CH3:29])[CH3:28])=[O:24]. (3) Given the reactants [Br:1][C:2]1[CH:7]=[CH:6][C:5]([NH:8][C:9]2[C:10]([C:18](O)=O)=[CH:11][N:12]([CH3:17])[C:13](=[O:16])[C:14]=2[F:15])=[C:4]([F:21])[CH:3]=1.CCN=C=NCCCN(C)C.Cl.C1C=CC2N(O)N=NC=2C=1.[NH2:44][NH:45][C:46]([NH2:48])=[S:47].CCN(CC)CC.C1C=CC(P(C2C=CC=CC=2)C2C=CC=CC=2)=CC=1.C(Cl)(Cl)(Cl)Cl, predict the reaction product. The product is: [NH2:48][C:46]1[S:47][C:18]([C:10]2[C:9]([NH:8][C:5]3[CH:6]=[CH:7][C:2]([Br:1])=[CH:3][C:4]=3[F:21])=[C:14]([F:15])[C:13](=[O:16])[N:12]([CH3:17])[CH:11]=2)=[N:44][N:45]=1. (4) Given the reactants Cl[C:2]1[N:7]=[CH:6][C:5]([S:8]([C:11]2[N:15]([C:16]3[CH:21]=[CH:20][CH:19]=[CH:18][C:17]=3[F:22])[N:14]=[C:13]([CH2:23][N:24]([CH3:32])[C:25](=[O:31])[O:26][C:27]([CH3:30])([CH3:29])[CH3:28])[CH:12]=2)(=[O:10])=[O:9])=[CH:4][CH:3]=1.[O-:33][CH2:34][CH3:35].[Na+], predict the reaction product. The product is: [CH2:34]([O:33][C:2]1[N:7]=[CH:6][C:5]([S:8]([C:11]2[N:15]([C:16]3[CH:21]=[CH:20][CH:19]=[CH:18][C:17]=3[F:22])[N:14]=[C:13]([CH2:23][N:24]([CH3:32])[C:25](=[O:31])[O:26][C:27]([CH3:30])([CH3:29])[CH3:28])[CH:12]=2)(=[O:10])=[O:9])=[CH:4][CH:3]=1)[CH3:35]. (5) Given the reactants Cl.Cl.[NH2:3][CH2:4][C:5]1[CH:10]=[CH:9][CH:8]=[CH:7][C:6]=1[C:11]1[CH:16]=[CH:15][CH:14]=[C:13]([CH:17]([N:19]([CH:30]2[CH2:35][CH2:34][N:33]([CH2:36][C:37]3[CH:42]=[CH:41][CH:40]=[CH:39][CH:38]=3)[CH2:32][CH2:31]2)[C:20](=[O:29])[CH2:21][C:22]2[CH:27]=[CH:26][C:25]([Cl:28])=[CH:24][CH:23]=2)[CH3:18])[CH:12]=1.[Cl:43][CH2:44][C:45]([NH2:47])=[O:46].C(=O)([O-])[O-].[K+].[K+].Cl, predict the reaction product. The product is: [ClH:28].[ClH:43].[CH2:36]([N:33]1[CH2:34][CH2:35][CH:30]([N:19]([CH:17]([C:13]2[CH:12]=[C:11]([C:6]3[CH:7]=[CH:8][CH:9]=[CH:10][C:5]=3[CH2:4][NH:3][CH2:44][C:45]([NH2:47])=[O:46])[CH:16]=[CH:15][CH:14]=2)[CH3:18])[C:20](=[O:29])[CH2:21][C:22]2[CH:27]=[CH:26][C:25]([Cl:28])=[CH:24][CH:23]=2)[CH2:31][CH2:32]1)[C:37]1[CH:38]=[CH:39][CH:40]=[CH:41][CH:42]=1. (6) Given the reactants Cl.[NH2:2][C@H:3]([CH2:10][C:11]1[CH:16]=[CH:15][C:14]([C:17]2[CH:22]=[CH:21][CH:20]=[C:19](Cl)[CH:18]=2)=[CH:13][CH:12]=1)[CH2:4][C:5]([O:7][CH2:8][CH3:9])=[O:6].[CH3:24][S:25]([NH:28][C:29]1[CH:37]=[CH:36][C:32]([C:33](O)=[O:34])=[CH:31][N:30]=1)(=[O:27])=[O:26].CN(C(ON1N=NC2C=CC=NC1=2)=[N+](C)C)C.F[P-](F)(F)(F)(F)F, predict the reaction product. The product is: [C:14]1([C:17]2[CH:22]=[CH:21][CH:20]=[CH:19][CH:18]=2)[CH:15]=[CH:16][C:11]([CH2:10][C@@H:3]([NH:2][C:33](=[O:34])[C:32]2[CH:36]=[CH:37][C:29]([NH:28][S:25]([CH3:24])(=[O:27])=[O:26])=[N:30][CH:31]=2)[CH2:4][C:5]([O:7][CH2:8][CH3:9])=[O:6])=[CH:12][CH:13]=1. (7) Given the reactants [OH:1][CH2:2][C:3]1[CH:8]=[CH:7][C:6]([OH:9])=[CH:5][CH:4]=1.CC1C=CC(S(O[CH2:21][CH2:22][CH2:23][NH:24][C:25]2[C:26](=[O:42])[N:27]([C:38]([CH3:41])([CH3:40])[CH3:39])[S:28](=[O:37])(=[O:36])[C:29]=2[C:30]2[CH:35]=[CH:34][CH:33]=[CH:32][CH:31]=2)(=O)=O)=CC=1, predict the reaction product. The product is: [C:38]([N:27]1[C:26](=[O:42])[C:25]([NH:24][CH2:23][CH2:22][CH2:21][O:9][C:6]2[CH:7]=[CH:8][C:3]([CH2:2][OH:1])=[CH:4][CH:5]=2)=[C:29]([C:30]2[CH:31]=[CH:32][CH:33]=[CH:34][CH:35]=2)[S:28]1(=[O:36])=[O:37])([CH3:39])([CH3:40])[CH3:41]. (8) Given the reactants [N:1]([CH2:4][C:5]1[N:6]=[CH:7][N:8]([C:10]2[CH:15]=[CH:14][C:13]([Br:16])=[CH:12][N:11]=2)[CH:9]=1)=[N+]=[N-], predict the reaction product. The product is: [Br:16][C:13]1[CH:14]=[CH:15][C:10]([N:8]2[CH:9]=[C:5]([CH2:4][NH2:1])[N:6]=[CH:7]2)=[N:11][CH:12]=1. (9) The product is: [C:35]1([C:9]2([C:3]3[CH:4]=[CH:5][CH:6]=[CH:7][CH:8]=3)[O:13][C:12]3[CH:14]=[CH:15][C:16]([CH:18]([OH:34])[CH:19]([N:21]4[CH2:22][CH2:23][C:24]([OH:33])([C:27]5[CH:28]=[CH:29][CH:30]=[CH:31][CH:32]=5)[CH2:25][CH2:26]4)[CH3:20])=[CH:17][C:11]=3[O:10]2)[CH:36]=[CH:37][CH:38]=[CH:39][CH:40]=1. Given the reactants [BH4-].[Na+].[C:3]1([C:9]2([C:35]3[CH:40]=[CH:39][CH:38]=[CH:37][CH:36]=3)[O:13][C:12]3[CH:14]=[CH:15][C:16]([C:18](=[O:34])[CH:19]([N:21]4[CH2:26][CH2:25][C:24]([OH:33])([C:27]5[CH:32]=[CH:31][CH:30]=[CH:29][CH:28]=5)[CH2:23][CH2:22]4)[CH3:20])=[CH:17][C:11]=3[O:10]2)[CH:8]=[CH:7][CH:6]=[CH:5][CH:4]=1, predict the reaction product. (10) Given the reactants [CH2:1]([O:3][C:4]([C:6]1[CH:7]=[N:8][C:9]2[C:14]([C:15]=1Cl)=[CH:13][CH:12]=[CH:11][C:10]=2[N+:17]([O-])=O)=[O:5])[CH3:2].[CH3:20][C:21]1[CH:28]=[CH:27][C:24]([CH2:25][NH2:26])=[CH:23][CH:22]=1, predict the reaction product. The product is: [CH2:1]([O:3][C:4]([C:6]1[CH:7]=[N:8][C:9]2[C:14]([C:15]=1[NH:26][CH2:25][C:24]1[CH:27]=[CH:28][C:21]([CH3:20])=[CH:22][CH:23]=1)=[CH:13][CH:12]=[CH:11][C:10]=2[NH2:17])=[O:5])[CH3:2].